The task is: Predict the product of the given reaction.. This data is from Forward reaction prediction with 1.9M reactions from USPTO patents (1976-2016). (1) Given the reactants [NH2:1][C:2]1[N:7]=[CH:6][N:5]=[C:4]([N:8]2[CH2:14][CH2:13][CH2:12][N:11](C(OC(C)(C)C)=O)[CH2:10][CH2:9]2)[CH:3]=1.[H-].[Na+].Cl[C:25]1[S:26][C:27]([C:30]#[N:31])=[CH:28][N:29]=1, predict the reaction product. The product is: [N:8]1([C:4]2[N:5]=[CH:6][N:7]=[C:2]([NH:1][C:25]3[S:26][C:27]([C:30]#[N:31])=[CH:28][N:29]=3)[CH:3]=2)[CH2:14][CH2:13][CH2:12][NH:11][CH2:10][CH2:9]1. (2) Given the reactants [C:1]12([NH:11][CH2:12][C:13]3[CH:22]=[CH:21][C:16]([C:17]([O:19]C)=[O:18])=[CH:15][CH:14]=3)[CH2:10][CH:5]3[CH2:6][CH:7]([CH2:9][CH:3]([CH2:4]3)[CH2:2]1)[CH2:8]2.[OH-].[Na+].C(O)(=O)C, predict the reaction product. The product is: [C:1]12([NH:11][CH2:12][C:13]3[CH:14]=[CH:15][C:16]([C:17]([OH:19])=[O:18])=[CH:21][CH:22]=3)[CH2:10][CH:5]3[CH2:6][CH:7]([CH2:9][CH:3]([CH2:4]3)[CH2:2]1)[CH2:8]2. (3) Given the reactants [NH2:1][CH2:2][C@@H:3]1[C@H:8]([CH3:9])[CH2:7][CH2:6][CH2:5][N:4]1[C:10]([C:12]1[CH:17]=[C:16]([CH3:18])[CH:15]=[CH:14][C:13]=1[N:19]1[N:23]=[CH:22][CH:21]=[N:20]1)=[O:11].Cl[C:25]1[S:26][C:27]([C:30]([F:33])([F:32])[F:31])=[N:28][N:29]=1.C([O-])([O-])=O.[K+].[K+], predict the reaction product. The product is: [CH3:9][C@@H:8]1[CH2:7][CH2:6][CH2:5][N:4]([C:10]([C:12]2[CH:17]=[C:16]([CH3:18])[CH:15]=[CH:14][C:13]=2[N:19]2[N:23]=[CH:22][CH:21]=[N:20]2)=[O:11])[C@@H:3]1[CH2:2][NH:1][C:25]1[S:26][C:27]([C:30]([F:33])([F:32])[F:31])=[N:28][N:29]=1.